From a dataset of Reaction yield outcomes from USPTO patents with 853,638 reactions. Predict the reaction yield, written as a fraction of the theoretical maximum amount of product (1.0 means a 100% yield; for example, 0.34 means a 34% yield). The reactants are [C:1](#[N:5])[CH2:2][C:3]#[N:4].[H-].[Na+].[C:8](Cl)(=[O:12])[CH:9]([CH3:11])[CH3:10]. The product is [OH:12][C:8](=[C:2]([C:1]#[N:5])[C:3]#[N:4])[CH:9]([CH3:11])[CH3:10]. The yield is 0.960. The catalyst is C1COCC1.